This data is from Full USPTO retrosynthesis dataset with 1.9M reactions from patents (1976-2016). The task is: Predict the reactants needed to synthesize the given product. (1) Given the product [NH:21]=[C:17]1[CH:16]=[C:15]([O:14][CH3:13])[CH:20]=[CH:19][N:18]1[CH2:2][C:3]([OH:5])=[O:4], predict the reactants needed to synthesize it. The reactants are: Cl[CH2:2][C:3]([OH:5])=[O:4].C(N(CC)CC)C.[CH3:13][O:14][C:15]1[CH:20]=[CH:19][N:18]=[C:17]([NH2:21])[CH:16]=1. (2) Given the product [NH2:1][C:2]1[N:7]=[C:6]([N:8]2[C:16]3[C:11](=[CH:12][CH:13]=[C:14]([C:17]#[C:18][C@@:19]([C:22]4[S:23][CH:24]=[CH:25][N:26]=4)([OH:21])[CH3:20])[CH:15]=3)[C:10]3([CH2:29][N:28]([CH3:30])[CH2:27]3)[CH2:9]2)[C:5]([Cl:31])=[CH:4][N:3]=1, predict the reactants needed to synthesize it. The reactants are: [NH2:1][C:2]1[N:7]=[C:6]([N:8]2[C:16]3[C:11](=[CH:12][CH:13]=[C:14]([C:17]#[C:18][C:19]([C:22]4[S:23][CH:24]=[CH:25][N:26]=4)([OH:21])[CH3:20])[CH:15]=3)[C:10]3([CH2:29][N:28]([CH3:30])[CH2:27]3)[CH2:9]2)[C:5]([Cl:31])=[CH:4][N:3]=1. (3) Given the product [CH3:12][O:11][C:9](=[O:10])[C:8]1[CH:13]=[C:4]([C:1](=[O:3])[CH3:2])[CH:5]=[CH:6][C:7]=1[O:14][CH2:29][CH2:28][CH2:27][Br:26], predict the reactants needed to synthesize it. The reactants are: [C:1]([C:4]1[CH:13]=[C:8]([C:9]([O:11][CH3:12])=[O:10])[C:7]([OH:14])=[CH:6][CH:5]=1)(=[O:3])[CH3:2].C(=O)([O-])[O-].[K+].[K+].CN(C)C=O.[Br:26][CH2:27][CH2:28][CH2:29]Br. (4) The reactants are: [CH2:1]([O:8][C:9]1[CH:10]=[C:11]([OH:15])[CH:12]=[CH:13][CH:14]=1)[C:2]1[CH:7]=[CH:6][CH:5]=[CH:4][CH:3]=1.N1C2C(=CC=CC=2O)C=CC=1.P([O-])([O-])([O-])=O.[K+].[K+].[K+].[NH2:35][C:36]1[C:47](Br)=[CH:46][C:39]2[N:40]([CH3:45])[C:41](=[O:44])[N:42]([CH3:43])[C:38]=2[CH:37]=1. Given the product [NH2:35][C:36]1[C:47]([O:15][C:11]2[CH:12]=[CH:13][CH:14]=[C:9]([O:8][CH2:1][C:2]3[CH:3]=[CH:4][CH:5]=[CH:6][CH:7]=3)[CH:10]=2)=[CH:46][C:39]2[N:40]([CH3:45])[C:41](=[O:44])[N:42]([CH3:43])[C:38]=2[CH:37]=1, predict the reactants needed to synthesize it. (5) Given the product [Br:26][C:22]1[S:21][C:20]([NH:19][C:17]2[N:16]=[CH:15][N:14]=[C:13]([N:10]3[CH2:11][CH2:12][N:7]([CH2:6][C:5]([NH:4][CH:1]([CH3:3])[CH3:2])=[O:25])[CH2:8][CH2:9]3)[CH:18]=2)=[N:24][CH:23]=1, predict the reactants needed to synthesize it. The reactants are: [CH:1]([NH:4][C:5](=[O:25])[CH2:6][N:7]1[CH2:12][CH2:11][N:10]([C:13]2[CH:18]=[C:17]([NH:19][C:20]3[S:21][CH:22]=[CH:23][N:24]=3)[N:16]=[CH:15][N:14]=2)[CH2:9][CH2:8]1)([CH3:3])[CH3:2].[Br:26]Br.S1C=CN=C1. (6) Given the product [N+:11]([C:9]1[CH:8]=[CH:7][C:5]2[N:6]=[C:2]([S:1][CH2:23][C:24]3[N:28]([CH2:29][CH2:30][CH3:31])[CH:27]=[N:26][CH:25]=3)[NH:3][C:4]=2[CH:10]=1)([O-:13])=[O:12], predict the reactants needed to synthesize it. The reactants are: [SH:1][C:2]1[NH:3][C:4]2[CH:10]=[C:9]([N+:11]([O-:13])=[O:12])[CH:8]=[CH:7][C:5]=2[N:6]=1.C(N(CC)CC)C.Cl.Cl[CH2:23][C:24]1[N:28]([CH2:29][CH2:30][CH3:31])[CH:27]=[N:26][CH:25]=1.O. (7) The reactants are: Br[C:2]1[CH:3]=[C:4]([S:12]([NH:15][CH2:16][CH2:17][CH2:18][CH3:19])(=[O:14])=[O:13])[CH:5]=[C:6]([CH:10]=[O:11])[C:7]=1[O:8][CH3:9].[C:20]([NH:24][S:25]([C:28]1[CH:33]=[CH:32][CH:31]=[C:30](B2OC(C)(C)C(C)(C)O2)[CH:29]=1)(=[O:27])=[O:26])([CH3:23])([CH3:22])[CH3:21]. Given the product [CH2:16]([NH:15][S:12]([C:4]1[CH:3]=[C:2]([C:32]2[CH:31]=[CH:30][CH:29]=[C:28]([S:25]([NH:24][C:20]([CH3:23])([CH3:22])[CH3:21])(=[O:26])=[O:27])[CH:33]=2)[C:7]([O:8][CH3:9])=[C:6]([CH:10]=[O:11])[CH:5]=1)(=[O:14])=[O:13])[CH2:17][CH2:18][CH3:19], predict the reactants needed to synthesize it.